This data is from NCI-60 drug combinations with 297,098 pairs across 59 cell lines. The task is: Regression. Given two drug SMILES strings and cell line genomic features, predict the synergy score measuring deviation from expected non-interaction effect. (1) Drug 1: C1CN(CCN1C(=O)CCBr)C(=O)CCBr. Drug 2: C1CCC(C(C1)N)N.C(=O)(C(=O)[O-])[O-].[Pt+4]. Cell line: SK-MEL-5. Synergy scores: CSS=52.6, Synergy_ZIP=-10.5, Synergy_Bliss=-8.33, Synergy_Loewe=-1.90, Synergy_HSA=-0.396. (2) Drug 1: CN1CCC(CC1)COC2=C(C=C3C(=C2)N=CN=C3NC4=C(C=C(C=C4)Br)F)OC. Drug 2: CC(C)CN1C=NC2=C1C3=CC=CC=C3N=C2N. Cell line: BT-549. Synergy scores: CSS=-7.90, Synergy_ZIP=2.40, Synergy_Bliss=0.698, Synergy_Loewe=-3.39, Synergy_HSA=-2.61. (3) Synergy scores: CSS=14.1, Synergy_ZIP=-5.21, Synergy_Bliss=1.05, Synergy_Loewe=5.13, Synergy_HSA=1.09. Cell line: NCI/ADR-RES. Drug 1: CC1=C2C(C(=O)C3(C(CC4C(C3C(C(C2(C)C)(CC1OC(=O)C(C(C5=CC=CC=C5)NC(=O)OC(C)(C)C)O)O)OC(=O)C6=CC=CC=C6)(CO4)OC(=O)C)O)C)O. Drug 2: C1CN(CCN1C(=O)CCBr)C(=O)CCBr.